From a dataset of Forward reaction prediction with 1.9M reactions from USPTO patents (1976-2016). Predict the product of the given reaction. Given the reactants [Cl:1][C:2]1[CH:10]=[CH:9][CH:8]=[C:7]2[C:3]=1[C:4]([C:11]([NH:13][CH2:14][CH:15]1[CH2:20][CH2:19][C:18]([F:22])([F:21])[CH2:17][CH2:16]1)=[O:12])=[CH:5][NH:6]2.[CH3:23][N:24]1[CH2:29][CH2:28][O:27][CH:26]([CH2:30]O)[CH2:25]1, predict the reaction product. The product is: [Cl:1][C:2]1[CH:10]=[CH:9][CH:8]=[C:7]2[C:3]=1[C:4]([C:11]([NH:13][CH2:14][CH:15]1[CH2:20][CH2:19][C:18]([F:21])([F:22])[CH2:17][CH2:16]1)=[O:12])=[CH:5][N:6]2[CH2:30][CH:26]1[O:27][CH2:28][CH2:29][N:24]([CH3:23])[CH2:25]1.